From a dataset of Full USPTO retrosynthesis dataset with 1.9M reactions from patents (1976-2016). Predict the reactants needed to synthesize the given product. (1) Given the product [N+:20]([C:18]1[CH:17]=[CH:16][C:10]2[O:11][CH2:12][C@H:13]([CH2:15][OH:14])[O:8][C:9]=2[CH:19]=1)([O-:22])=[O:21], predict the reactants needed to synthesize it. The reactants are: C([O:8][C:9]1[CH:19]=[C:18]([N+:20]([O-:22])=[O:21])[CH:17]=[CH:16][C:10]=1[O:11][CH2:12][C@H:13]1[CH2:15][O:14]1)C1C=CC=CC=1.C([O-])=O.[Na+].C(O)=O.[OH-].[Na+]. (2) Given the product [CH3:30][C:16]1[S:15][C:14]([C:6]2[CH:7]=[C:8]([C:10]([F:13])([F:11])[F:12])[CH:9]=[C:4]([CH2:3][NH:2][C:37]([C:32]3[CH:33]=[CH:34][CH:35]=[CH:36][N:31]=3)=[O:38])[CH:5]=2)=[N:18][C:17]=1[CH2:19][N:20]1[CH:24]=[C:23]([C:25]([O:27][CH2:28][CH3:29])=[O:26])[CH:22]=[N:21]1, predict the reactants needed to synthesize it. The reactants are: Cl.[NH2:2][CH2:3][C:4]1[CH:5]=[C:6]([C:14]2[S:15][C:16]([CH3:30])=[C:17]([CH2:19][N:20]3[CH:24]=[C:23]([C:25]([O:27][CH2:28][CH3:29])=[O:26])[CH:22]=[N:21]3)[N:18]=2)[CH:7]=[C:8]([C:10]([F:13])([F:12])[F:11])[CH:9]=1.[N:31]1[CH:36]=[CH:35][CH:34]=[CH:33][C:32]=1[C:37](O)=[O:38].CN(C)CCCN=C=NCC.ON1C2C=CC=CC=2N=N1.C(N(CC)CC)C. (3) Given the product [CH3:1][CH:2]([O:4][C:5]1[CH:6]=[C:7]([O:17][C:18]2[CH:19]=[CH:20][C:21]([S:24]([CH3:27])(=[O:25])=[O:26])=[CH:22][CH:23]=2)[CH:8]=[C:9]2[C:13]=1[NH:12][C:11]([C:14](=[S:37])[NH2:16])=[CH:10]2)[CH3:3], predict the reactants needed to synthesize it. The reactants are: [CH3:1][CH:2]([O:4][C:5]1[CH:6]=[C:7]([O:17][C:18]2[CH:23]=[CH:22][C:21]([S:24]([CH3:27])(=[O:26])=[O:25])=[CH:20][CH:19]=2)[CH:8]=[C:9]2[C:13]=1[NH:12][C:11]([C:14]([NH2:16])=O)=[CH:10]2)[CH3:3].COC1C=CC(P2(SP(C3C=CC(OC)=CC=3)(=S)S2)=[S:37])=CC=1. (4) Given the product [CH3:22][N:21]([CH3:23])[C:19]1[CH:18]=[CH:17][C:16]2[CH:9]([OH:8])[CH2:10][CH2:11][CH2:12][CH:13]=[CH:14][C:15]=2[CH:20]=1, predict the reactants needed to synthesize it. The reactants are: [Si]([O:8][CH:9]1[C:16]2[CH:17]=[CH:18][C:19]([N:21]([CH3:23])[CH3:22])=[CH:20][C:15]=2[CH:14]=[CH:13][CH2:12][CH2:11][CH2:10]1)(C(C)(C)C)(C)C.CCCC[N+](CCCC)(CCCC)CCCC.[F-]. (5) Given the product [CH3:19][O:18][CH2:17][C:9]1[CH:10]=[C:11]([N+:14]([O-:16])=[O:15])[CH:12]=[CH:13][C:8]=1[N:4]1[CH:5]=[CH:6][CH:7]=[C:2]([CH:21]=[CH2:22])[C:3]1=[O:20], predict the reactants needed to synthesize it. The reactants are: Br[C:2]1[C:3](=[O:20])[N:4]([C:8]2[CH:13]=[CH:12][C:11]([N+:14]([O-:16])=[O:15])=[CH:10][C:9]=2[CH2:17][O:18][CH3:19])[CH:5]=[CH:6][CH:7]=1.[CH2:21](C([Sn])=C(CCCC)CCCC)[CH2:22]CC. (6) Given the product [Br:11][C:12]1[CH:17]=[N:16][C:15]([C:26]#[N:27])=[C:14]2[NH:19][CH:20]=[CH:21][C:13]=12, predict the reactants needed to synthesize it. The reactants are: ClC1C=C(C=CC=1)C(O)=O.[Br:11][C:12]1[CH:17]=[N+:16]([O-])[CH:15]=[C:14]2[NH:19][CH:20]=[CH:21][C:13]=12.[Si]([C:26]#[N:27])(C)(C)C. (7) Given the product [F:1][CH:2]([F:12])[CH2:3][N:4]1[CH:8]=[C:7]([NH2:9])[CH:6]=[N:5]1, predict the reactants needed to synthesize it. The reactants are: [F:1][CH:2]([F:12])[CH2:3][N:4]1[CH:8]=[C:7]([N+:9]([O-])=O)[CH:6]=[N:5]1.